Dataset: Peptide-MHC class II binding affinity with 134,281 pairs from IEDB. Task: Regression. Given a peptide amino acid sequence and an MHC pseudo amino acid sequence, predict their binding affinity value. This is MHC class II binding data. (1) The peptide sequence is VRKVCYNAVLTHVKI. The MHC is DRB1_1301 with pseudo-sequence DRB1_1301. The binding affinity (normalized) is 0.686. (2) The peptide sequence is LQPETFAVVDLNKMR. The MHC is DRB4_0101 with pseudo-sequence DRB4_0103. The binding affinity (normalized) is 0.336. (3) The MHC is HLA-DPA10201-DPB10501 with pseudo-sequence HLA-DPA10201-DPB10501. The binding affinity (normalized) is 0.108. The peptide sequence is ATAANAAPANDKFTV. (4) The peptide sequence is EIKSTKPEASSGEPVVVHIT. The MHC is HLA-DQA10501-DQB10201 with pseudo-sequence HLA-DQA10501-DQB10201. The binding affinity (normalized) is 0.200. (5) The peptide sequence is FMRMAWGGSYIALDS. The MHC is DRB1_0401 with pseudo-sequence DRB1_0401. The binding affinity (normalized) is 0.0761. (6) The peptide sequence is YWFAPGAGAAPLSWS. The MHC is DRB3_0202 with pseudo-sequence DRB3_0202. The binding affinity (normalized) is 0.238. (7) The peptide sequence is SSWIELDEIGEDVAP. The MHC is DRB1_0701 with pseudo-sequence DRB1_0701. The binding affinity (normalized) is 0.0812. (8) The peptide sequence is FAVVDLNKMRAVWVD. The MHC is HLA-DQA10401-DQB10402 with pseudo-sequence HLA-DQA10401-DQB10402. The binding affinity (normalized) is 0.366.